Dataset: Full USPTO retrosynthesis dataset with 1.9M reactions from patents (1976-2016). Task: Predict the reactants needed to synthesize the given product. (1) Given the product [CH3:35][O:34][C:18]1[C:19]2[CH2:25][CH2:24][N:23]([C:26](=[O:31])[C:27]([F:30])([F:29])[F:28])[CH2:22][CH2:21][C:20]=2[CH:32]=[CH:33][C:17]=1[CH3:1], predict the reactants needed to synthesize it. The reactants are: [C:1](=O)([O-])[O-].[K+].[K+].CB1OB(C)OB(C)O1.Br[C:17]1[CH:33]=[CH:32][C:20]2[CH2:21][CH2:22][N:23]([C:26](=[O:31])[C:27]([F:30])([F:29])[F:28])[CH2:24][CH2:25][C:19]=2[C:18]=1[O:34][CH3:35]. (2) Given the product [CH2:1]([C:3]1[CH:8]=[CH:7][C:6]([C@H:9]2[CH2:14][C@@H:13]([CH3:15])[N:12]3[N:19]=[CH:20][C:21]([C:22]([O:24][CH2:25][CH3:26])=[O:23])=[C:11]3[NH:10]2)=[CH:5][CH:4]=1)[CH3:2], predict the reactants needed to synthesize it. The reactants are: [CH2:1]([C:3]1[CH:8]=[CH:7][C:6]([C@H:9]2[CH2:14][C@@H:13]([C:15](F)(F)F)[N:12]3[N:19]=[CH:20][C:21]([C:22]([O:24][CH2:25][CH3:26])=[O:23])=[C:11]3[NH:10]2)=[CH:5][CH:4]=1)[CH3:2].C(C1C=CC(C2(C)N3NC=C(C(OCC)=O)C3=NC=C2)=CC=1)C.[BH4-].[Na+]. (3) Given the product [CH3:45][O:46][C:47](=[O:65])[C@H:48]([NH:64][C:36]([C@@H:20]1[CH2:19][C:18]2[CH:17]=[C:16]3[C:25]([O:26][C@H:13]([C:10]4[CH:9]=[CH:8][C:7]([O:6][CH2:5][C:4]5[CH:41]=[CH:42][C:43]([Cl:44])=[C:2]([Cl:1])[CH:3]=5)=[CH:12][CH:11]=4)[C:14](=[O:40])[N:15]3[CH3:39])=[CH:24][C:23]=2[CH2:22][N:21]1[C@H:27]([C:30]1[CH:35]=[CH:34][CH:33]=[CH:32][CH:31]=1)[CH2:28][CH3:29])=[O:37])[CH2:49][C:50]1[CH:55]=[CH:54][C:53]([C:56]2[CH:61]=[CH:60][C:59]([C:62]#[N:63])=[CH:58][CH:57]=2)=[CH:52][CH:51]=1, predict the reactants needed to synthesize it. The reactants are: [Cl:1][C:2]1[CH:3]=[C:4]([CH:41]=[CH:42][C:43]=1[Cl:44])[CH2:5][O:6][C:7]1[CH:12]=[CH:11][C:10]([C@H:13]2[O:26][C:25]3[C:16](=[CH:17][C:18]4[CH2:19][C@@H:20]([C:36](O)=[O:37])[N:21]([C@H:27]([C:30]5[CH:35]=[CH:34][CH:33]=[CH:32][CH:31]=5)[CH2:28][CH3:29])[CH2:22][C:23]=4[CH:24]=3)[N:15]([CH3:39])[C:14]2=[O:40])=[CH:9][CH:8]=1.[CH3:45][O:46][C:47](=[O:65])[C@H:48]([NH2:64])[CH2:49][C:50]1[CH:55]=[CH:54][C:53]([C:56]2[CH:61]=[CH:60][C:59]([C:62]#[N:63])=[CH:58][CH:57]=2)=[CH:52][CH:51]=1. (4) Given the product [CH2:65]([O:67][C:68](=[O:76])[C:69]1[CH:74]=[CH:73][CH:72]=[CH:71][C:70]=1[NH:75][C:28]([C@H:9]1[C@H:8]([C:4]2[CH:5]=[CH:6][CH:7]=[C:2]([Cl:1])[C:3]=2[F:31])[C@:12]([C:15]2[CH:20]=[CH:19][C:18]([Cl:21])=[CH:17][C:16]=2[F:22])([C:13]#[N:14])[C@H:11]([CH2:23][C:24]([CH3:25])([CH3:26])[CH3:27])[NH:10]1)=[O:30])[CH3:66], predict the reactants needed to synthesize it. The reactants are: [Cl:1][C:2]1[C:3]([F:31])=[C:4]([CH:8]2[C:12]([C:15]3[CH:20]=[CH:19][C:18]([Cl:21])=[CH:17][C:16]=3[F:22])([C:13]#[N:14])[CH:11]([CH2:23][C:24]([CH3:27])([CH3:26])[CH3:25])[NH:10][CH:9]2[C:28]([OH:30])=O)[CH:5]=[CH:6][CH:7]=1.CN(C(ON1N=NC2C=CC=NC1=2)=[N+](C)C)C.F[P-](F)(F)(F)(F)F.CCN(C(C)C)C(C)C.[CH2:65]([O:67][C:68](=[O:76])[C:69]1[CH:74]=[CH:73][CH:72]=[CH:71][C:70]=1[NH2:75])[CH3:66].